This data is from Full USPTO retrosynthesis dataset with 1.9M reactions from patents (1976-2016). The task is: Predict the reactants needed to synthesize the given product. (1) Given the product [CH2:49]([O:48][C:46](=[O:47])[NH:36][C:32]1[CH:33]=[CH:34][CH:35]=[C:30]([CH:9]([NH:10][C:11]([C:13]2[S:29][C:16]3=[N:17][C:18]4[CH2:19][CH2:20][CH:21]([C:25]([CH3:28])([CH3:27])[CH3:26])[CH2:22][C:23]=4[CH:24]=[C:15]3[CH:14]=2)=[O:12])[CH2:8][NH:7][C:6]([O:5][C:1]([CH3:2])([CH3:3])[CH3:4])=[O:37])[CH:31]=1)[CH3:50], predict the reactants needed to synthesize it. The reactants are: [C:1]([O:5][C:6](=[O:37])[NH:7][CH2:8][CH:9]([C:30]1[CH:35]=[CH:34][CH:33]=[C:32]([NH2:36])[CH:31]=1)[NH:10][C:11]([C:13]1[S:29][C:16]2=[N:17][C:18]3[CH2:19][CH2:20][CH:21]([C:25]([CH3:28])([CH3:27])[CH3:26])[CH2:22][C:23]=3[CH:24]=[C:15]2[CH:14]=1)=[O:12])([CH3:4])([CH3:3])[CH3:2].C(N(CC)CC)C.Cl[C:46]([O:48][CH2:49][CH3:50])=[O:47]. (2) Given the product [Cl:24][C:5]1[CH:4]=[CH:3][C:2]([NH:1][C:31]([C:28]2[CH:29]=[CH:30][C:25]([C:34]3[CH:35]=[CH:36][CH:37]=[CH:38][CH:39]=3)=[CH:26][CH:27]=2)=[O:32])=[CH:7][C:6]=1[N:8]1[CH2:17][C:16]2[C:11](=[N:12][C:13]([S:18]([CH3:21])(=[O:19])=[O:20])=[N:14][CH:15]=2)[N:10]([CH3:22])[C:9]1=[O:23], predict the reactants needed to synthesize it. The reactants are: [NH2:1][C:2]1[CH:3]=[CH:4][C:5]([Cl:24])=[C:6]([N:8]2[CH2:17][C:16]3[C:11](=[N:12][C:13]([S:18]([CH3:21])(=[O:20])=[O:19])=[N:14][CH:15]=3)[N:10]([CH3:22])[C:9]2=[O:23])[CH:7]=1.[C:25]1([C:34]2[CH:39]=[CH:38][CH:37]=[CH:36][CH:35]=2)[CH:30]=[CH:29][C:28]([C:31](O)=[O:32])=[CH:27][CH:26]=1.CCN=C=NCCCN(C)C.Cl. (3) Given the product [CH:1]1([C:6]2[C:15]([CH2:16][C:17]3[CH:18]=[CH:19][C:20]([C:23]([F:24])([F:25])[F:26])=[CH:21][CH:22]=3)=[C:14]([CH:28]([CH3:29])[CH3:30])[CH:13]=[C:12]3[C:7]=2[C:8](=[O:33])[CH2:9][C:10]([CH3:31])([CH3:32])[O:11]3)[CH2:2][CH2:3][CH2:4][CH2:5]1, predict the reactants needed to synthesize it. The reactants are: [C:1]1([C:6]2[C:15]([CH:16](O)[C:17]3[CH:22]=[CH:21][C:20]([C:23]([F:26])([F:25])[F:24])=[CH:19][CH:18]=3)=[C:14]([CH:28]([CH3:30])[CH3:29])[CH:13]=[C:12]3[C:7]=2[C:8](=[O:33])[CH2:9][C:10]([CH3:32])([CH3:31])[O:11]3)[CH2:5][CH2:4][CH2:3][CH:2]=1. (4) Given the product [F:31][C:29]([F:32])([F:30])[C:24]1[CH:25]=[CH:26][CH:27]=[CH:28][C:23]=1[C@H:21]([O:20][C:2]1[CH:6]=[C:5]([N:7]2[C:11]3[CH:12]=[C:13]([CH:33]=[CH2:34])[CH:14]=[CH:15][C:10]=3[N:9]=[CH:8]2)[S:4][C:3]=1[C:17]([O:19][CH3:40])=[O:18])[CH3:22], predict the reactants needed to synthesize it. The reactants are: C[C:2]1([O:20][C@@H:21]([C:23]2[CH:28]=[CH:27][CH:26]=[CH:25][C:24]=2[C:29]([F:32])([F:31])[F:30])[CH3:22])[CH:6]=[C:5]([N:7]2[C:11]3[CH:12]=[C:13](Br)[CH:14]=[CH:15][C:10]=3[N:9]=[CH:8]2)[S:4][CH:3]1[C:17]([O-:19])=[O:18].[CH:33]([B-](F)(F)F)=[CH2:34].[K+].[CH2:40](N(CC)CC)C.O. (5) Given the product [C:12]([O:11][C:10]([NH:9][CH2:8][C:7]1[CH:17]=[C:3]([CH:4]=[CH:5][C:6]=1[O:18][CH3:19])[CH2:2][C:21]1([C:26]([O:28][CH2:29][CH3:30])=[O:27])[S:20][CH2:25][CH2:24][CH2:23][S:22]1)=[O:16])([CH3:15])([CH3:14])[CH3:13], predict the reactants needed to synthesize it. The reactants are: Br[CH2:2][C:3]1[CH:4]=[CH:5][C:6]([O:18][CH3:19])=[C:7]([CH:17]=1)[CH2:8][NH:9][C:10](=[O:16])[O:11][C:12]([CH3:15])([CH3:14])[CH3:13].[S:20]1[CH2:25][CH2:24][CH2:23][S:22][CH:21]1[C:26]([O:28][CH2:29][CH3:30])=[O:27].[H-].[Na+]. (6) The reactants are: Cl[C:2]1[C:11]2=[N:12][N:13](CC3C=CC(OC)=CC=3)[CH:14]=[C:10]2[C:9]2[CH:8]=[C:7]([F:24])[CH:6]=[CH:5][C:4]=2[N:3]=1.[CH3:25][N:26]1[CH2:31][CH2:30][N:29]([C:32]2[CH:38]=[CH:37][C:35]([NH2:36])=[CH:34][CH:33]=2)[CH2:28][CH2:27]1.Cl. Given the product [F:24][C:7]1[CH:6]=[CH:5][C:4]2[N:3]=[C:2]([NH:36][C:35]3[CH:34]=[CH:33][C:32]([N:29]4[CH2:28][CH2:27][N:26]([CH3:25])[CH2:31][CH2:30]4)=[CH:38][CH:37]=3)[C:11]3[NH:12][N:13]=[CH:14][C:10]=3[C:9]=2[CH:8]=1, predict the reactants needed to synthesize it. (7) Given the product [N:26]1([CH:23]2[CH2:24][CH2:25][CH:20]([NH:19][C:10]3[N:11]=[CH:12][N:13]=[C:14]4[C:9]=3[C:8]3[C@@H:7]([CH2:6][C:32]#[N:33])[CH2:18][CH2:17][C:16]=3[S:15]4)[CH2:21][CH2:22]2)[CH2:31][CH2:30][O:29][CH2:28][CH2:27]1, predict the reactants needed to synthesize it. The reactants are: CS(O[CH2:6][C@H:7]1[CH2:18][CH2:17][C:16]2[S:15][C:14]3[C:9](=[C:10]([NH:19][CH:20]4[CH2:25][CH2:24][CH:23]([N:26]5[CH2:31][CH2:30][O:29][CH2:28][CH2:27]5)[CH2:22][CH2:21]4)[N:11]=[CH:12][N:13]=3)[C:8]1=2)(=O)=O.[C-:32]#[N:33].[Na+]. (8) The reactants are: [CH3:1][C:2]1[CH:3]=[CH:4][N:5]2[C:10]=1[C:9](=[O:11])[N:8]([C:12]1[CH:17]=[CH:16][CH:15]=[CH:14][CH:13]=1)[C:7]([C@@H:18]([NH:20][C:21]1[C:22]3[C:29]([S:30][C:31]4[CH:32]=[C:33]([NH:37][S:38]([CH3:41])(=[O:40])=[O:39])[CH:34]=[CH:35][CH:36]=4)=[CH:28][N:27](COCC[Si](C)(C)C)[C:23]=3[N:24]=[CH:25][N:26]=1)[CH3:19])=[N:6]2.FC(F)(F)C(O)=O.N. Given the product [CH3:1][C:2]1[CH:3]=[CH:4][N:5]2[C:10]=1[C:9](=[O:11])[N:8]([C:12]1[CH:13]=[CH:14][CH:15]=[CH:16][CH:17]=1)[C:7]([C@@H:18]([NH:20][C:21]1[C:22]3[C:29]([S:30][C:31]4[CH:32]=[C:33]([NH:37][S:38]([CH3:41])(=[O:40])=[O:39])[CH:34]=[CH:35][CH:36]=4)=[CH:28][NH:27][C:23]=3[N:24]=[CH:25][N:26]=1)[CH3:19])=[N:6]2, predict the reactants needed to synthesize it. (9) The reactants are: [N:1]1[CH:6]=[CH:5][CH:4]=[N:3][C:2]=1[N:7]1[CH2:12][CH2:11][CH:10]([C:13]([OH:15])=O)[CH2:9][CH2:8]1.BrC1N=CC=CN=1.[N:23]1[CH:28]=[CH:27][CH:26]=[C:25]([NH2:29])[N:24]=1. Given the product [N:23]1[CH:28]=[CH:27][CH:26]=[C:25]([NH:29][C:13]([CH:10]2[CH2:9][CH2:8][N:7]([C:2]3[N:1]=[CH:6][CH:5]=[CH:4][N:3]=3)[CH2:12][CH2:11]2)=[O:15])[N:24]=1, predict the reactants needed to synthesize it.